The task is: Predict the reactants needed to synthesize the given product.. This data is from Full USPTO retrosynthesis dataset with 1.9M reactions from patents (1976-2016). (1) The reactants are: [CH3:1][CH:2]([C:4]1[N:8]([CH2:9][CH2:10][C@@H:11]([OH:19])[CH2:12][C@@H:13]([OH:18])[CH2:14][C:15]([O-:17])=[O:16])[C:7]([C:20]2[CH:21]=[CH:22][C:23]([F:26])=[CH:24][CH:25]=2)=[C:6]([C:27]2[CH:28]=[CH:29][CH:30]=[CH:31][CH:32]=2)[C:5]=1[C:33]([NH:35][C:36]1[CH:37]=[CH:38][CH:39]=[CH:40][CH:41]=1)=[O:34])[CH3:3].[CH3:3][CH:2]([C:4]1[N:8]([CH2:9][CH2:10][C@@H:11]([OH:19])[CH2:12][C@@H:13]([OH:18])[CH2:14][C:15]([O-:17])=[O:16])[C:7]([C:20]2[CH:25]=[CH:24][C:23]([F:26])=[CH:22][CH:21]=2)=[C:6]([C:27]2[CH:32]=[CH:31][CH:30]=[CH:29][CH:28]=2)[C:5]=1[C:33]([NH:35][C:36]1[CH:41]=[CH:40][CH:39]=[CH:38][CH:37]=1)=[O:34])[CH3:1].[Ca+2].OC1O[C@H](CO)[C@@H](O[C@@H]2O[C@H](CO)[C@H](O)[C@H](O)[C@H]2O)[C@H](O)[C@H]1O. Given the product [CH3:3][CH:2]([C:4]1[N:8]([CH2:9][CH2:10][C@@H:11]([OH:19])[CH2:12][C@@H:13]([OH:18])[CH2:14][C:15]([OH:17])=[O:16])[C:7]([C:20]2[CH:25]=[CH:24][C:23]([F:26])=[CH:22][CH:21]=2)=[C:6]([C:27]2[CH:32]=[CH:31][CH:30]=[CH:29][CH:28]=2)[C:5]=1[C:33]([NH:35][C:36]1[CH:41]=[CH:40][CH:39]=[CH:38][CH:37]=1)=[O:34])[CH3:1], predict the reactants needed to synthesize it. (2) The reactants are: Br[C:2]1[C:14]([CH3:15])=[CH:13][C:5]([O:6][CH:7]2[CH2:12][CH2:11][S:10][CH2:9][CH2:8]2)=[CH:4][C:3]=1[CH3:16].CCCCCC.C([Li])CCC.[B:28](OC(C)C)([O:33]C(C)C)[O:29]C(C)C.Cl. Given the product [CH3:16][C:3]1[CH:4]=[C:5]([O:6][CH:7]2[CH2:12][CH2:11][S:10][CH2:9][CH2:8]2)[CH:13]=[C:14]([CH3:15])[C:2]=1[B:28]([OH:33])[OH:29], predict the reactants needed to synthesize it. (3) Given the product [Br:7][C:8]1[CH:9]=[C:10]2[C:14](=[CH:15][CH:16]=1)[N:13]([CH:22]1[CH2:27][CH2:26][N:25]([C:28]([O:30][C:31]([CH3:34])([CH3:33])[CH3:32])=[O:29])[CH2:24][CH2:23]1)[N:12]=[CH:11]2, predict the reactants needed to synthesize it. The reactants are: CC(C)([O-])C.[K+].[Br:7][C:8]1[CH:9]=[C:10]2[C:14](=[CH:15][CH:16]=1)[NH:13][N:12]=[CH:11]2.CS(O[CH:22]1[CH2:27][CH2:26][N:25]([C:28]([O:30][C:31]([CH3:34])([CH3:33])[CH3:32])=[O:29])[CH2:24][CH2:23]1)(=O)=O. (4) The reactants are: [Cl:1][C:2]1[N:3]=[C:4]2[C:9](=[CH:10][CH:11]=1)[N:8]=[CH:7][C:6]([C:12](=[O:14])[CH3:13])=[C:5]2[NH:15][C@H:16]1[CH2:21][CH2:20][C@H:19]([CH2:22][N:23]([CH3:25])[CH3:24])[CH2:18][CH2:17]1.[Cl:26][C:27]1[CH:32]=[C:31](B2OC(C)(C)C(C)(C)O2)[CH:30]=[C:29]([O:42][CH3:43])[C:28]=1[OH:44].C1(N)C(F)=C(F)C(F)=C(N)C=1F.Cl.Cl. Given the product [ClH:1].[ClH:26].[Cl:26][C:27]1[CH:32]=[C:31]([C:2]2[N:3]=[C:4]3[C:9](=[CH:10][CH:11]=2)[N:8]=[CH:7][C:6]([C:12](=[O:14])[CH3:13])=[C:5]3[NH:15][C@H:16]2[CH2:17][CH2:18][C@H:19]([CH2:22][N:23]([CH3:24])[CH3:25])[CH2:20][CH2:21]2)[CH:30]=[C:29]([O:42][CH3:43])[C:28]=1[OH:44], predict the reactants needed to synthesize it.